Dataset: Full USPTO retrosynthesis dataset with 1.9M reactions from patents (1976-2016). Task: Predict the reactants needed to synthesize the given product. (1) Given the product [CH2:15]([O:8][C:4]1[CH:5]=[CH:6][CH:7]=[C:2]([F:1])[CH:3]=1)[CH:17]1[O:19][CH2:18]1, predict the reactants needed to synthesize it. The reactants are: [F:1][C:2]1[CH:3]=[C:4]([OH:8])[CH:5]=[CH:6][CH:7]=1.C(=O)([O-])[O-].[K+].[K+].[CH2:15]([CH:17]1[O:19][CH2:18]1)Br. (2) Given the product [CH2:1]([O:8][C:9]1[C:14]([Br:25])=[CH:13][N:12]=[C:11]([O:15][CH2:16][CH3:17])[CH:10]=1)[C:2]1[CH:3]=[CH:4][CH:5]=[CH:6][CH:7]=1, predict the reactants needed to synthesize it. The reactants are: [CH2:1]([O:8][C:9]1[CH:14]=[CH:13][N:12]=[C:11]([O:15][CH2:16][CH3:17])[CH:10]=1)[C:2]1[CH:7]=[CH:6][CH:5]=[CH:4][CH:3]=1.C1C(=O)N([Br:25])C(=O)C1. (3) Given the product [Cl:1][C:2]1[CH:3]=[CH:4][C:5]([C:8]2[S:12][C:11]3[C:13](=[O:15])[N:19]([C:21]4[CH:37]=[CH:36][C:26]([O:27][CH2:28][C:29]([O:31][C:32]([CH3:35])([CH3:33])[CH3:34])=[O:30])=[C:25]([O:38][CH3:39])[CH:24]=4)[CH:18]=[N:17][C:10]=3[CH:9]=2)=[CH:6][CH:7]=1, predict the reactants needed to synthesize it. The reactants are: [Cl:1][C:2]1[CH:7]=[CH:6][C:5]([C:8]2[S:12][C:11]([C:13]([O:15]C)=O)=[C:10]([N:17]=[CH:18][N:19]([CH3:21])C)[CH:9]=2)=[CH:4][CH:3]=1.NC1[CH:37]=[CH:36][C:26]([O:27][CH2:28][C:29]([O:31][C:32]([CH3:35])([CH3:34])[CH3:33])=[O:30])=[C:25]([O:38][CH3:39])[CH:24]=1. (4) Given the product [P:35]([OH:38])([OH:37])([OH:36])=[O:34].[O:77]=[CH:75][C@@H:74]([C@H:73]([C@@H:72]([C@@H:71]([CH2:70][OH:81])[OH:76])[OH:80])[OH:79])[OH:78], predict the reactants needed to synthesize it. The reactants are: C([O-])(=O)C.C(O)C(N)(CO)CO.Cl.C(O)C(N)(CO)CO.C1C=[N+]([C@@H]2O[C@H](C[O:34][P:35]([O:38]P(OC[C@H]3O[C@@H](N4C5N=CN=C(N)C=5N=C4)[C@H]([O:34][P:35]([OH:38])([OH:37])=[O:36])[C@@H]3O)(O)=O)([OH:37])=[O:36])[C@@H](O)[C@H]2O)C=C(C(N)=O)C=1.[CH2:70]([O:81]P(O)(O)=O)[C@H:71]1[O:76][C@@H:75]([OH:77])[C@H:74]([OH:78])[C@@H:73]([OH:79])[C@@H:72]1[OH:80].P(OC[C@@H](O)[C@@H](O)[C@H](O)C(=O)CO)(O)(O)=O. (5) Given the product [Cl:3][C:4]1[CH:9]=[C:8]([CH:7]=[C:6]([CH3:27])[N:5]=1)[C:10]([NH:12][CH:13]([NH:15][C:16]1[CH:26]=[CH:25][C:19]2[O:20][C:21]([F:24])([F:23])[O:22][C:18]=2[CH:17]=1)[S:14][CH3:28])=[O:11], predict the reactants needed to synthesize it. The reactants are: [H-].[Na+].[Cl:3][C:4]1[CH:9]=[C:8]([C:10]([NH:12][C:13]([NH:15][C:16]2[CH:26]=[CH:25][C:19]3[O:20][C:21]([F:24])([F:23])[O:22][C:18]=3[CH:17]=2)=[S:14])=[O:11])[CH:7]=[C:6]([CH3:27])[N:5]=1.[CH3:28]I.O. (6) Given the product [F:1][C:2]1[CH:7]=[CH:6][C:5]([O:8][CH2:19][C:20]2[S:21][C:22]3[CH:28]=[CH:27][CH:26]=[CH:25][C:23]=3[N:24]=2)=[CH:4][C:3]=1[N+:9]([O-:11])=[O:10], predict the reactants needed to synthesize it. The reactants are: [F:1][C:2]1[CH:7]=[CH:6][C:5]([OH:8])=[CH:4][C:3]=1[N+:9]([O-:11])=[O:10].C(=O)([O-])[O-].[K+].[K+].Cl[CH2:19][C:20]1[S:21][C:22]2[CH:28]=[CH:27][CH:26]=[CH:25][C:23]=2[N:24]=1. (7) Given the product [O:102]=[C:99]1[CH:100]=[CH:101][C:97](=[O:96])[N:98]1[CH2:103][CH2:104][CH2:105][CH2:106][CH2:107][C:108]([NH:110][NH:111][C:1](=[O:2])[CH2:4][CH2:5][CH2:6][N:7]([CH3:63])[C@H:8]([C:12]([NH:14][C@H:15]([C:19]([N:21]([C@@H:23]([C@@H:59]([CH3:62])[CH2:60][CH3:61])[C@H:24]([O:57][CH3:58])[CH2:25][C:26]([N:28]1[CH2:32][CH2:31][CH2:30][C@H:29]1[C@H:33]([O:55][CH3:56])[C@@H:34]([CH3:54])[C:35]([NH:37][C@@H:38]([CH2:47][C:81]1[CH:82]=[CH:83][CH:84]=[CH:85][CH:86]=1)[C:39]([N:41]1[CH2:46][CH2:45][CH2:44][CH2:43][O:42]1)=[O:40])=[O:36])=[O:27])[CH3:22])=[O:20])[CH:16]([CH3:18])[CH3:17])=[O:13])[CH:9]([CH3:10])[CH3:11])=[O:109], predict the reactants needed to synthesize it. The reactants are: [C:1]([CH2:4][CH2:5][CH2:6][N:7]([CH3:63])[C@H:8]([C:12]([NH:14][C@H:15]([C:19]([N:21]([C@@H:23]([C@@H:59]([CH3:62])[CH2:60][CH3:61])[C@H:24]([O:57][CH3:58])[CH2:25][C:26]([N:28]1[CH2:32][CH2:31][CH2:30][C@H:29]1[C@H:33]([O:55][CH3:56])[C@@H:34]([CH3:54])[C:35]([NH:37][C@@H:38]([CH2:47]C1C=CC=CC=1)[C:39]([N:41]1[CH2:46][CH2:45][CH2:44][CH2:43][O:42]1)=[O:40])=[O:36])=[O:27])[CH3:22])=[O:20])[CH:16]([CH3:18])[CH3:17])=[O:13])[CH:9]([CH3:11])[CH3:10])(O)=[O:2].Cl.CN(C)CCCN=C=NCC.O.ON1[C:82]2[CH:83]=[CH:84][CH:85]=[CH:86][C:81]=2N=N1.C(N(CC)C(C)C)(C)C.[O:96]=[C:97]1[CH:101]=[CH:100][C:99](=[O:102])[N:98]1[CH2:103][CH2:104][CH2:105][CH2:106][CH2:107][C:108]([NH:110][NH2:111])=[O:109].